Dataset: Reaction yield outcomes from USPTO patents with 853,638 reactions. Task: Predict the reaction yield, written as a fraction of the theoretical maximum amount of product (1.0 means a 100% yield; for example, 0.34 means a 34% yield). (1) The reactants are [OH:1][CH2:2][C:3]1[CH:4]=[CH:5][C:6]2[CH:10]=[C:9]([C:11]([OH:13])=O)[S:8][C:7]=2[CH:14]=1.C1CN([P+](Br)(N2[CH2:30][CH2:29][CH2:28]C2)N2CCCC2)CC1.F[P-](F)(F)(F)(F)F.C(O[CH2:44][CH2:45][O:46][NH2:47])C(C)C.CCN(C(C)C)C(C)C.CN([CH:60]=[O:61])C. The catalyst is O.CCOC(C)=O. The product is [CH2:60]([O:61][CH:45]([O:46][NH:47][C:11]([C:9]1[S:8][C:7]2[CH:14]=[C:3]([CH2:2][OH:1])[CH:4]=[CH:5][C:6]=2[CH:10]=1)=[O:13])[CH3:44])[CH:29]([CH3:28])[CH3:30]. The yield is 0.670. (2) The reactants are [Cr](Cl)([O-])(=O)=O.[NH+]1C=CC=CC=1.[C:12]([O:16][C:17]([N:19]1[CH2:23][CH2:22][CH2:21][C@H:20]1[CH2:24][OH:25])=[O:18])([CH3:15])([CH3:14])[CH3:13]. The catalyst is ClCCl. The product is [C:12]([O:16][C:17]([N:19]1[CH2:23][CH2:22][CH2:21][C@H:20]1[CH:24]=[O:25])=[O:18])([CH3:15])([CH3:14])[CH3:13]. The yield is 0.529. (3) The reactants are [Cl:1][C:2]1([C:22]([O:24]CC)=[O:23])[CH:7]=[CH:6][C:5]([N:8]([C:12]2[CH:17]=[CH:16][CH:15]=[CH:14][C:13]=2[C:18]([F:21])([F:20])[F:19])[C:9](=[O:11])[NH2:10])=[CH:4][CH2:3]1.[OH-].[K+]. The catalyst is CO. The product is [Cl:1][C:2]1([C:22]([OH:24])=[O:23])[CH:3]=[CH:4][C:5]([N:8]([C:12]2[CH:17]=[CH:16][CH:15]=[CH:14][C:13]=2[C:18]([F:21])([F:19])[F:20])[C:9](=[O:11])[NH2:10])=[CH:6][CH2:7]1. The yield is 0.920. (4) The reactants are [BH4-].[Na+].[CH3:3][O:4][CH2:5][O:6][C:7]1[CH:12]=[C:11]([O:13][CH2:14][O:15][CH3:16])[CH:10]=[CH:9][C:8]=1[CH:17]1[CH2:22][CH2:21][CH2:20][C:19](=[N:23]O)[CH2:18]1.O. The catalyst is CO.O.O.O.O.O.O.[Ni](Cl)Cl. The product is [CH3:3][O:4][CH2:5][O:6][C:7]1[CH:12]=[C:11]([O:13][CH2:14][O:15][CH3:16])[CH:10]=[CH:9][C:8]=1[CH:17]1[CH2:22][CH2:21][CH2:20][CH:19]([NH2:23])[CH2:18]1. The yield is 0.650. (5) The reactants are [CH3:1][C:2]1[CH:11]=[N:10][C:9]2[C:4](=[CH:5][CH:6]=[C:7]([NH2:12])[CH:8]=2)[N:3]=1.[Br:13]Br. The catalyst is C(O)(=O)C. The product is [BrH:13].[CH3:1][C:2]1[CH:11]=[N:10][C:9]2[C:4](=[CH:5][CH:6]=[C:7]([NH2:12])[C:8]=2[Br:13])[N:3]=1. The yield is 0.940.